This data is from Catalyst prediction with 721,799 reactions and 888 catalyst types from USPTO. The task is: Predict which catalyst facilitates the given reaction. (1) Reactant: C([O:4][C@@H:5]([CH3:40])[C@H:6]([O:32][CH2:33][C:34]1[CH:39]=[CH:38][CH:37]=[CH:36][CH:35]=1)[C@@H:7]([O:24][CH2:25][C:26]1[CH:31]=[CH:30][CH:29]=[CH:28][CH:27]=1)[CH2:8][CH2:9][CH2:10][C@H:11]([NH:16][C:17]([O:19][C:20]([CH3:23])([CH3:22])[CH3:21])=[O:18])[C:12]([O:14]C)=[O:13])(=O)C.O[Li].O. Product: [CH2:25]([O:24][C@H:7]([C@@H:6]([O:32][CH2:33][C:34]1[CH:35]=[CH:36][CH:37]=[CH:38][CH:39]=1)[C@@H:5]([OH:4])[CH3:40])[CH2:8][CH2:9][CH2:10][C@H:11]([NH:16][C:17]([O:19][C:20]([CH3:23])([CH3:22])[CH3:21])=[O:18])[C:12]([OH:14])=[O:13])[C:26]1[CH:31]=[CH:30][CH:29]=[CH:28][CH:27]=1. The catalyst class is: 24. (2) Reactant: [CH2:1]([O:8][C:9]([N:11]1[CH2:15][C@H:14]([O:16][Si:17]([C:20]([CH3:23])([CH3:22])[CH3:21])([CH3:19])[CH3:18])[C@@H:13]([CH2:24][O:25][Si](C(C)(C)C)(C)C)[CH2:12]1)=[O:10])[C:2]1[CH:7]=[CH:6][CH:5]=[CH:4][CH:3]=1.O.C(O)(=O)C. Product: [CH2:1]([O:8][C:9]([N:11]1[CH2:15][C@H:14]([O:16][Si:17]([C:20]([CH3:21])([CH3:22])[CH3:23])([CH3:19])[CH3:18])[C@@H:13]([CH2:24][OH:25])[CH2:12]1)=[O:10])[C:2]1[CH:7]=[CH:6][CH:5]=[CH:4][CH:3]=1. The catalyst class is: 7. (3) Reactant: [CH:1]1([N:6]2[C:11]3[N:12]=[C:13](S(C)(=O)=O)[N:14]=[CH:15][C:10]=3[CH:9]=[C:8]([CH2:20][CH3:21])[C:7]2=[O:22])[CH2:5][CH2:4][CH2:3][CH2:2]1.[NH2:23][C:24]1[N:29]=[CH:28][C:27]([N:30]2[CH2:35][CH2:34][CH:33]([OH:36])[CH2:32][CH2:31]2)=[CH:26][CH:25]=1. Product: [CH:1]1([N:6]2[C:11]3[N:12]=[C:13]([NH:23][C:24]4[N:29]=[CH:28][C:27]([N:30]5[CH2:35][CH2:34][CH:33]([OH:36])[CH2:32][CH2:31]5)=[CH:26][CH:25]=4)[N:14]=[CH:15][C:10]=3[CH:9]=[C:8]([CH2:20][CH3:21])[C:7]2=[O:22])[CH2:5][CH2:4][CH2:3][CH2:2]1. The catalyst class is: 2. (4) The catalyst class is: 4. Reactant: [NH2:1][C:2]1[C:7]([C:8]([F:11])([F:10])[F:9])=[CH:6][C:5]([CH2:12][CH:13]([CH2:35][OH:36])[CH2:14][C:15]([N:17]2[CH2:22][CH2:21][CH:20]([N:23]3[CH2:29][CH2:28][C:27]4[CH:30]=[CH:31][CH:32]=[CH:33][C:26]=4[NH:25][C:24]3=[O:34])[CH2:19][CH2:18]2)=[O:16])=[CH:4][C:3]=1[Cl:37]. Product: [NH2:1][C:2]1[C:7]([C:8]([F:10])([F:9])[F:11])=[CH:6][C:5]([CH2:12][CH:13]([CH2:14][C:15](=[O:16])[N:17]2[CH2:18][CH2:19][CH:20]([N:23]3[CH2:29][CH2:28][C:27]4[CH:30]=[CH:31][CH:32]=[CH:33][C:26]=4[NH:25][C:24]3=[O:34])[CH2:21][CH2:22]2)[CH:35]=[O:36])=[CH:4][C:3]=1[Cl:37]. (5) Reactant: Br[C:2]1[CH:15]=[CH:14][C:13]2[C:4](=[N:5][C:6]3[C:11]([N:12]=2)=[CH:10][C:9](Br)=[CH:8][CH:7]=3)[CH:3]=1.C([Sn](CCCC)(CCCC)[C:22]([O:24][CH2:25][CH3:26])=[CH2:23])CCC. Product: [CH2:25]([O:24][C:22]([C:2]1[CH:15]=[CH:14][C:13]2[C:4](=[N:5][C:6]3[C:11]([N:12]=2)=[CH:10][C:9]([C:22]([O:24][CH2:25][CH3:26])=[CH2:23])=[CH:8][CH:7]=3)[CH:3]=1)=[CH2:23])[CH3:26]. The catalyst class is: 75. (6) Reactant: [CH2:1]([O:4][C:5](=[O:24])[CH:6]([CH2:13][C:14]1[CH:19]=[CH:18][CH:17]=[C:16]([C:20]([F:23])([F:22])[F:21])[CH:15]=1)[C:7]([O:9][CH2:10][CH:11]=[CH2:12])=[O:8])[CH:2]=[CH2:3].[H-].[Na+].Br[CH2:28][C:29]([C:31]1[CH:36]=[CH:35][C:34]([Br:37])=[CH:33][CH:32]=1)=[O:30].Cl. Product: [CH2:10]([O:9][C:7](=[O:8])[C:6]([CH2:28][C:29]([C:31]1[CH:36]=[CH:35][C:34]([Br:37])=[CH:33][CH:32]=1)=[O:30])([CH2:13][C:14]1[CH:19]=[CH:18][CH:17]=[C:16]([C:20]([F:22])([F:23])[F:21])[CH:15]=1)[C:5]([O:4][CH2:1][CH:2]=[CH2:3])=[O:24])[CH:11]=[CH2:12]. The catalyst class is: 20. (7) Reactant: Cl.[NH:2]=[C:3]1[N:9]=[CH:8][CH:7]=[CH:6][N:5](C(OC(C)(C)C)=O)[CH2:4]1.C(N(CC)CC)C.Br[CH2:25][C:26]([C:28]([F:31])([F:30])[F:29])=O. Product: [F:29][C:28]([F:31])([F:30])[C:26]1[N:2]=[C:3]2[CH2:4][NH:5][CH2:6][CH2:7][CH2:8][N:9]2[CH:25]=1. The catalyst class is: 12. (8) Reactant: [CH3:1][O:2][C:3]1[CH:4]=[C:5]2[C:9](=[CH:10][C:11]=1[OH:12])[N:8]([CH3:13])[CH:7]=[C:6]2[C:14]1[N:22]([S:23]([C:26]2[CH:31]=[CH:30][C:29]([CH3:32])=[CH:28][CH:27]=2)(=[O:25])=[O:24])[C:17]2=[N:18][CH:19]=[CH:20][CH:21]=[C:16]2[CH:15]=1.[H-].[Na+].[Cl:35][CH2:36][CH2:37][O:38][CH2:39][CH2:40]Cl.C1CCCCC1.C(OCC)(=O)C. Product: [Cl:35][CH2:36][CH2:37][O:38][CH2:39][CH2:40][O:12][C:11]1[CH:10]=[C:9]2[C:5]([C:6]([C:14]3[N:22]([S:23]([C:26]4[CH:27]=[CH:28][C:29]([CH3:32])=[CH:30][CH:31]=4)(=[O:25])=[O:24])[C:17]4=[N:18][CH:19]=[CH:20][CH:21]=[C:16]4[CH:15]=3)=[CH:7][N:8]2[CH3:13])=[CH:4][C:3]=1[O:2][CH3:1]. The catalyst class is: 35.